Dataset: Catalyst prediction with 721,799 reactions and 888 catalyst types from USPTO. Task: Predict which catalyst facilitates the given reaction. (1) Reactant: FC(F)(F)C([N:5]1[CH2:11][CH:10]([CH:12]([CH3:14])[CH3:13])[C:9]2[CH:15]=[C:16]([Br:20])[C:17]([OH:19])=[CH:18][C:8]=2[CH2:7][CH2:6]1)=O.[OH-].[Na+].Cl. Product: [Br:20][C:16]1[C:17]([OH:19])=[CH:18][C:8]2[CH2:7][CH2:6][NH:5][CH2:11][CH:10]([CH:12]([CH3:14])[CH3:13])[C:9]=2[CH:15]=1. The catalyst class is: 5. (2) Reactant: [H-].[Na+].Cl[CH2:4][CH2:5][S:6](Cl)(=[O:8])=[O:7].[CH3:10][C:11]1([CH3:31])[CH2:16][CH2:15][C:14]([O:17][C:18]2[CH:23]=[CH:22][C:21]([C:24]3[C:25]([NH2:30])=[N:26][CH:27]=[CH:28][CH:29]=3)=[CH:20][CH:19]=2)=[CH:13][CH2:12]1. Product: [CH3:10][C:11]1([CH3:31])[CH2:16][CH2:15][C:14]([O:17][C:18]2[CH:23]=[CH:22][C:21]([C:24]3[C:25]4=[N:30][S:6](=[O:8])(=[O:7])[CH2:5][CH2:4][N:26]4[CH:27]=[CH:28][CH:29]=3)=[CH:20][CH:19]=2)=[CH:13][CH2:12]1. The catalyst class is: 1. (3) Reactant: [NH2:1][C:2]1[CH:3]=[C:4]([CH:26]=[CH:27][CH:28]=1)[CH2:5][NH:6][C:7]([C@H:9]1[CH2:14][CH2:13][C@@H:12]([NH:15][C:16]2[N:21]=[C:20]([N:22]([CH3:24])[CH3:23])[C:19]([CH3:25])=[CH:18][N:17]=2)[CH2:11][CH2:10]1)=[O:8].[C:29](Cl)(=[O:32])[CH2:30][CH3:31]. Product: [CH3:24][N:22]([CH3:23])[C:20]1[C:19]([CH3:25])=[CH:18][N:17]=[C:16]([NH:15][C@@H:12]2[CH2:13][CH2:14][C@H:9]([C:7]([NH:6][CH2:5][C:4]3[CH:26]=[CH:27][CH:28]=[C:2]([NH:1][C:29](=[O:32])[CH2:30][CH3:31])[CH:3]=3)=[O:8])[CH2:10][CH2:11]2)[N:21]=1. The catalyst class is: 424. (4) Reactant: [C:1]1(=[O:11])[NH:5][C:4](=[O:6])[C:3]2=[CH:7][CH:8]=[CH:9][CH:10]=[C:2]12.[K].Br[CH2:14][C:15]1[CH:16]=[C:17]([C:20]2[CH:25]=[CH:24][CH:23]=[CH:22][CH:21]=2)[S:18][CH:19]=1. Product: [C:20]1([C:17]2[S:18][CH:19]=[C:15]([CH2:14][N:5]3[C:1](=[O:11])[C:2]4[C:3](=[CH:7][CH:8]=[CH:9][CH:10]=4)[C:4]3=[O:6])[CH:16]=2)[CH:21]=[CH:22][CH:23]=[CH:24][CH:25]=1. The catalyst class is: 9. (5) Reactant: C[Si](C)(C)[C:3]#[N:4].[CH3:7][C:8]1(O)[C:17]2[C:12](=[CH:13][CH:14]=[CH:15][CH:16]=2)[CH2:11][CH2:10][CH2:9]1. Product: [CH3:7][C:8]1([C:3]#[N:4])[C:17]2[C:12](=[CH:13][CH:14]=[CH:15][CH:16]=2)[CH2:11][CH2:10][CH2:9]1. The catalyst class is: 4. (6) Reactant: [CH3:1][N:2]([CH3:36])[CH2:3][CH2:4][NH:5][C:6]([NH:8][C:9]1[CH:14]=[CH:13][C:12]([C:15]2[N:16]=[C:17]([N:30]3[CH2:35][CH2:34][O:33][CH2:32][CH2:31]3)[C:18]3[N:23]=[N:22][N:21]([CH:24]4[CH2:29][CH2:28][NH:27][CH2:26][CH2:25]4)[C:19]=3[N:20]=2)=[CH:11][CH:10]=1)=[O:7].[F:37][C:38]1[CH:45]=[CH:44][C:41]([CH:42]=O)=[CH:40][N:39]=1.[BH-](OC(C)=O)(OC(C)=O)OC(C)=O.[Na+].CC(O)=O. Product: [CH3:1][N:2]([CH3:36])[CH2:3][CH2:4][NH:5][C:6]([NH:8][C:9]1[CH:10]=[CH:11][C:12]([C:15]2[N:16]=[C:17]([N:30]3[CH2:35][CH2:34][O:33][CH2:32][CH2:31]3)[C:18]3[N:23]=[N:22][N:21]([CH:24]4[CH2:29][CH2:28][N:27]([CH2:42][C:41]5[CH:40]=[N:39][C:38]([F:37])=[CH:45][CH:44]=5)[CH2:26][CH2:25]4)[C:19]=3[N:20]=2)=[CH:13][CH:14]=1)=[O:7]. The catalyst class is: 1.